This data is from Reaction yield outcomes from USPTO patents with 853,638 reactions. The task is: Predict the reaction yield, written as a fraction of the theoretical maximum amount of product (1.0 means a 100% yield; for example, 0.34 means a 34% yield). (1) The reactants are [Cl:1][C:2]1[NH:3][C:4](I)=[C:5]([N+:7]([O-:9])=[O:8])[N:6]=1. The catalyst is C(O)C.[OH-].[Pd+2].[OH-].[C]. The product is [Cl:1][C:2]1[NH:3][CH:4]=[C:5]([N+:7]([O-:9])=[O:8])[N:6]=1. The yield is 0.834. (2) The reactants are P(Cl)(Cl)(Cl)(Cl)[Cl:2].O[C:8]([C:14]1[CH:19]=[CH:18][C:17]([N+:20]([O-:22])=[O:21])=[CH:16][CH:15]=1)=[C:9]([C:12]#[N:13])[C:10]#[N:11]. The catalyst is ClCCl. The product is [Cl:2][C:8]([C:14]1[CH:19]=[CH:18][C:17]([N+:20]([O-:22])=[O:21])=[CH:16][CH:15]=1)=[C:9]([C:12]#[N:13])[C:10]#[N:11]. The yield is 0.570. (3) The reactants are Br[C:2]1[CH:8]=[CH:7][C:5]([NH2:6])=[CH:4][C:3]=1[Cl:9].[Cl:10][C:11]1[CH:16]=[CH:15][CH:14]=[CH:13][C:12]=1B(O)O.C1(C)C=CC=CC=1.C(=O)([O-])[O-].[Na+].[Na+]. The catalyst is C(OCC)(=O)C.C1C=CC([P]([Pd]([P](C2C=CC=CC=2)(C2C=CC=CC=2)C2C=CC=CC=2)([P](C2C=CC=CC=2)(C2C=CC=CC=2)C2C=CC=CC=2)[P](C2C=CC=CC=2)(C2C=CC=CC=2)C2C=CC=CC=2)(C2C=CC=CC=2)C2C=CC=CC=2)=CC=1.C(O)C. The product is [Cl:9][C:3]1[CH:4]=[C:5]([NH2:6])[CH:7]=[CH:8][C:2]=1[C:12]1[CH:13]=[CH:14][CH:15]=[CH:16][C:11]=1[Cl:10]. The yield is 0.910. (4) The reactants are [CH3:1][C:2]1[O:6][N:5]=[C:4]([C:7]2[CH:12]=[CH:11][N:10]=[CH:9][CH:8]=2)[C:3]=1[CH2:13][O:14][C:15]1[CH:23]=[CH:22][C:18]([C:19]([OH:21])=O)=[CH:17][N:16]=1.[CH:24]1([NH2:27])[CH2:26][CH2:25]1. No catalyst specified. The product is [CH:24]1([NH:27][C:19](=[O:21])[C:18]2[CH:22]=[CH:23][C:15]([O:14][CH2:13][C:3]3[C:4]([C:7]4[CH:8]=[CH:9][N:10]=[CH:11][CH:12]=4)=[N:5][O:6][C:2]=3[CH3:1])=[N:16][CH:17]=2)[CH2:26][CH2:25]1. The yield is 0.860.